This data is from Reaction yield outcomes from USPTO patents with 853,638 reactions. The task is: Predict the reaction yield, written as a fraction of the theoretical maximum amount of product (1.0 means a 100% yield; for example, 0.34 means a 34% yield). (1) The reactants are [N:1]1([C:15]([O:17][C:18]([CH3:21])([CH3:20])[CH3:19])=[O:16])[CH2:7][CH2:6][CH:5]([C:8]([O:10][C:11]([CH3:14])([CH3:13])[CH3:12])=[O:9])[NH:4][CH2:3][CH2:2]1.[C:22](Cl)(=[O:29])[C:23]1[CH:28]=[CH:27][CH:26]=[CH:25][CH:24]=1. The catalyst is C(Cl)Cl. The product is [C:22]([N:4]1[CH:5]([C:8]([O:10][C:11]([CH3:13])([CH3:14])[CH3:12])=[O:9])[CH2:6][CH2:7][N:1]([C:15]([O:17][C:18]([CH3:21])([CH3:20])[CH3:19])=[O:16])[CH2:2][CH2:3]1)(=[O:29])[C:23]1[CH:28]=[CH:27][CH:26]=[CH:25][CH:24]=1. The yield is 0.490. (2) The reactants are [N:12]1[C:14]2[C:5](=[CH:6][CH:7]=[C:8]3[C:13]=2[N:12]=[CH:14][CH:5]=[CH:6]3)[CH:7]=[CH:8][CH:13]=1.[C:15]([O-:18])([O-])=O.[Cs+].[Cs+].I[C:22]1[CH:28]=CC(N)=C[CH:23]=1. The catalyst is [Cu]I.C(O)CCC. The product is [CH2:15]([O:18][C:6]1[CH:5]=[CH:14][C:13]([NH2:12])=[CH:8][CH:7]=1)[CH2:23][CH2:22][CH3:28]. The yield is 0.400.